This data is from Reaction yield outcomes from USPTO patents with 853,638 reactions. The task is: Predict the reaction yield, written as a fraction of the theoretical maximum amount of product (1.0 means a 100% yield; for example, 0.34 means a 34% yield). (1) The yield is 0.960. The catalyst is O. The reactants are [CH:1](O)=O.[CH2:4]([O:11][C:12]([N:14]1[CH2:19][CH2:18][NH:17][CH2:16][CH:15]1[C:20]([C:22]1[O:23][C:24]2[CH:30]=[CH:29][C:28]([F:31])=[CH:27][C:25]=2[CH:26]=1)=[O:21])=[O:13])[C:5]1[CH:10]=[CH:9][CH:8]=[CH:7][CH:6]=1.C=O.[OH-].[Na+]. The product is [CH2:4]([O:11][C:12]([N:14]1[CH2:19][CH2:18][N:17]([CH3:1])[CH2:16][CH:15]1[C:20]([C:22]1[O:23][C:24]2[CH:30]=[CH:29][C:28]([F:31])=[CH:27][C:25]=2[CH:26]=1)=[O:21])=[O:13])[C:5]1[CH:6]=[CH:7][CH:8]=[CH:9][CH:10]=1. (2) The reactants are CC1(C)O[C:6](=[O:8])[C:5](=[CH:9][NH:10][C:11]2[CH:16]=[CH:15][C:14]([O:17][C:18](=[O:20])[CH3:19])=[C:13]([O:21][CH3:22])[CH:12]=2)C(=O)O1.C1(OC2C=CC=CC=2)C=CC=CC=1.C1(C2C=CC=CC=2)C=CC=CC=1. The catalyst is CCCCCCC. The product is [CH3:22][O:21][C:13]1[CH:12]=[C:11]2[C:16]([C:6](=[O:8])[CH:5]=[CH:9][NH:10]2)=[CH:15][C:14]=1[O:17][C:18](=[O:20])[CH3:19]. The yield is 0.680.